This data is from Reaction yield outcomes from USPTO patents with 853,638 reactions. The task is: Predict the reaction yield, written as a fraction of the theoretical maximum amount of product (1.0 means a 100% yield; for example, 0.34 means a 34% yield). (1) The reactants are [CH3:1][N:2]1[C:6]([C@@:7]2([OH:14])[CH2:12][CH2:11][CH2:10][CH2:9][C@@H:8]2[OH:13])=[CH:5][CH:4]=[N:3]1.CN(C1C=CC=CN=1)C.[C:24](N1C=CN=C1)(N1C=CN=C1)=[O:25]. The catalyst is C1(C)C=CC=CC=1. The product is [CH3:1][N:2]1[C:6]([C@@:7]23[CH2:12][CH2:11][CH2:10][CH2:9][C@@H:8]2[O:13][C:24](=[O:25])[O:14]3)=[CH:5][CH:4]=[N:3]1. The yield is 0.860. (2) The reactants are Br[C:2]1[C:7](=[O:8])[N:6]([CH2:9][C:10]2[CH:15]=[CH:14][C:13]([C:16]3[C:17]([C:22]#[N:23])=[CH:18][CH:19]=[CH:20][CH:21]=3)=[CH:12][CH:11]=2)[C:5]([CH2:24][CH2:25][CH2:26][CH3:27])=[N:4][C:3]=1[CH3:28].[F:29][C:30]1[CH:35]=[CH:34][C:33](B(O)O)=[CH:32][CH:31]=1.C(=O)([O-])[O-].[Cs+].[Cs+]. The catalyst is O1CCOCC1.C(OCC)(=O)C.C1C=CC(P(C2C=CC=CC=2)[C-]2C=CC=C2)=CC=1.C1C=CC(P(C2C=CC=CC=2)[C-]2C=CC=C2)=CC=1.Cl[Pd]Cl.[Fe+2]. The product is [CH2:24]([C:5]1[N:6]([CH2:9][C:10]2[CH:15]=[CH:14][C:13]([C:16]3[C:17]([C:22]#[N:23])=[CH:18][CH:19]=[CH:20][CH:21]=3)=[CH:12][CH:11]=2)[C:7](=[O:8])[C:2]([C:33]2[CH:34]=[CH:35][C:30]([F:29])=[CH:31][CH:32]=2)=[C:3]([CH3:28])[N:4]=1)[CH2:25][CH2:26][CH3:27]. The yield is 0.970.